Dataset: Full USPTO retrosynthesis dataset with 1.9M reactions from patents (1976-2016). Task: Predict the reactants needed to synthesize the given product. (1) Given the product [CH2:1]([N:8]1[CH2:9][CH2:10][N:11](/[N:14]=[CH:21]/[C:19]2[N:20]=[C:16]([CH3:15])[NH:17][CH:18]=2)[CH2:12][CH2:13]1)[C:2]1[CH:3]=[CH:4][CH:5]=[CH:6][CH:7]=1, predict the reactants needed to synthesize it. The reactants are: [CH2:1]([N:8]1[CH2:13][CH2:12][N:11]([NH2:14])[CH2:10][CH2:9]1)[C:2]1[CH:7]=[CH:6][CH:5]=[CH:4][CH:3]=1.[CH3:15][C:16]1[NH:17][CH:18]=[C:19]([CH:21]=O)[N:20]=1. (2) Given the product [OH:45][C@H:42]1[CH2:43][CH2:44][N:39]([C@@H:37]([CH3:38])[CH2:36][N:33]2[CH2:32][CH2:31][CH:30]([NH:29][C:23]([C:17]3[NH:18][C:19]4[C:15]([CH:16]=3)=[C:14]([O:13][CH2:12][C:8]3[C:7]5[CH:6]=[CH:5][CH:4]=[C:3]([O:2][CH3:1])[C:11]=5[O:10][CH:9]=3)[CH:22]=[CH:21][CH:20]=4)=[O:25])[CH2:35][CH2:34]2)[CH2:40][C@@H:41]1[CH3:46], predict the reactants needed to synthesize it. The reactants are: [CH3:1][O:2][C:3]1[C:11]2[O:10][CH:9]=[C:8]([CH2:12][O:13][C:14]3[CH:22]=[CH:21][CH:20]=[C:19]4[C:15]=3[CH:16]=[C:17]([C:23]([OH:25])=O)[NH:18]4)[C:7]=2[CH:6]=[CH:5][CH:4]=1.Cl.Cl.Cl.[NH2:29][CH:30]1[CH2:35][CH2:34][N:33]([CH2:36][C@@H:37]([N:39]2[CH2:44][CH2:43][C@H:42]([OH:45])[C@@H:41]([CH3:46])[CH2:40]2)[CH3:38])[CH2:32][CH2:31]1. (3) Given the product [NH2:21][CH:13]([CH2:14][C:15]1[CH:16]=[CH:17][CH:18]=[CH:19][CH:20]=1)[CH2:12][N:8]([CH3:7])[C:9](=[O:11])[O:10][C:15]([CH3:20])([CH3:16])[CH3:14], predict the reactants needed to synthesize it. The reactants are: NN.CC([CH2:7][N:8]([CH2:12][CH:13]([N:21]1C(=O)C2C(=CC=CC=2)C1=O)[CH2:14][C:15]1[CH:20]=[CH:19][CH:18]=[CH:17][CH:16]=1)[C:9](=[O:11])[O-:10])(C)C. (4) Given the product [O:22]=[C:16]1[CH:15]([N:10]2[CH2:11][C:12]3[C:8](=[CH:7][CH:6]=[C:5]([CH2:4][NH:3][C:25](=[O:27])[C:24]([F:23])([F:38])[C:28]4[CH:33]=[CH:32][C:31]([O:34][CH:35]([CH3:37])[CH3:36])=[CH:30][N:29]=4)[CH:13]=3)[C:9]2=[O:68])[CH2:20][CH2:19][C:18](=[O:21])[NH:17]1, predict the reactants needed to synthesize it. The reactants are: Cl.C[NH:3][CH2:4][C:5]1[CH:13]=[C:12]2[C:8]([CH2:9][N:10]([CH:15]3[CH2:20][CH2:19][C:18](=[O:21])[NH:17][C:16]3=[O:22])[C:11]2=O)=[CH:7][CH:6]=1.[F:23][C:24]([F:38])([C:28]1[CH:33]=[CH:32][C:31]([O:34][CH:35]([CH3:37])[CH3:36])=[CH:30][N:29]=1)[C:25]([OH:27])=O.C(N(CC)C(C)C)(C)C.F[P-](F)(F)(F)(F)F.CN(C(N(C)C)=[N+]1C2C(=NC=CC=2)[N+]([O-:68])=N1)C. (5) The reactants are: [CH3:1][O:2][C:3](=[O:20])[C:4]1[C:9]([OH:10])=[C:8]([O:11][CH2:12][C:13]2[CH:18]=[CH:17][CH:16]=[CH:15][CH:14]=2)[C:7]([CH3:19])=[N:6][CH:5]=1.[C:21](OC(=O)C)(=[O:23])[CH3:22]. Given the product [CH3:1][O:2][C:3](=[O:20])[C:4]1[C:9]([O:10][C:21](=[O:23])[CH3:22])=[C:8]([O:11][CH2:12][C:13]2[CH:18]=[CH:17][CH:16]=[CH:15][CH:14]=2)[C:7]([CH3:19])=[N:6][CH:5]=1, predict the reactants needed to synthesize it. (6) The reactants are: [F:1][C:2]([F:22])([F:21])[C:3]1[CH:8]=[C:7]([C:9]([F:12])([F:11])[F:10])[CH:6]=[CH:5][C:4]=1[N:13]1[CH2:18][CH2:17][CH:16]([CH:19]=O)[CH2:15][CH2:14]1.[CH2:23]([NH:26][C:27]1[CH2:31][S:30][C:29](=[O:32])[N:28]=1)[C:24]#[CH:25].C([O-])(=O)C.[NH2+]1CCCCC1. Given the product [F:22][C:2]([F:1])([F:21])[C:3]1[CH:8]=[C:7]([C:9]([F:12])([F:11])[F:10])[CH:6]=[CH:5][C:4]=1[N:13]1[CH2:18][CH2:17][CH:16](/[CH:19]=[C:31]2/[C:27]([NH:26][CH2:23][C:24]#[CH:25])=[N:28][C:29](=[O:32])[S:30]/2)[CH2:15][CH2:14]1, predict the reactants needed to synthesize it.